This data is from Reaction yield outcomes from USPTO patents with 853,638 reactions. The task is: Predict the reaction yield, written as a fraction of the theoretical maximum amount of product (1.0 means a 100% yield; for example, 0.34 means a 34% yield). (1) The reactants are [Br:1][C:2]1[C:3](Cl)=[N:4][CH:5]=[C:6]([S:8]([N:11]2[CH2:16][CH2:15][N:14]([CH2:17][CH3:18])[CH2:13][CH2:12]2)(=[O:10])=[O:9])[CH:7]=1.[O-:20][CH2:21][CH3:22].[Na+]. The catalyst is C(O)C. The product is [Br:1][C:2]1[C:3]([O:20][CH2:21][CH3:22])=[N:4][CH:5]=[C:6]([S:8]([N:11]2[CH2:16][CH2:15][N:14]([CH2:17][CH3:18])[CH2:13][CH2:12]2)(=[O:10])=[O:9])[CH:7]=1. The yield is 0.950. (2) The reactants are O[CH:2]([C:4]1[CH:5]=[C:6]([NH:18][C:19](=[O:31])[CH2:20][C:21]2[C:30]3[C:25](=[CH:26][CH:27]=[CH:28][CH:29]=3)[CH:24]=[CH:23][CH:22]=2)[N:7](CC2C=CC(OC)=CC=2)[N:8]=1)[CH3:3].C1C[O:35][CH2:34]C1. No catalyst specified. The product is [OH:35][CH2:34][C@@H:2]([CH3:3])[C:4]1[CH:5]=[C:6]([NH:18][C:19](=[O:31])[CH2:20][C:21]2[C:30]3[C:25](=[CH:26][CH:27]=[CH:28][CH:29]=3)[CH:24]=[CH:23][CH:22]=2)[NH:7][N:8]=1. The yield is 0.250. (3) The reactants are [C:1]1([C:7]2[CH:11]=[C:10]([C:12]3[CH:17]=[CH:16][CH:15]=[CH:14][CH:13]=3)[N:9]([CH2:18][C:19]3[CH:40]=[CH:39][C:22]([CH2:23][NH:24][C:25]4[CH:30]=[CH:29][C:28]([CH2:31][CH2:32][C:33]([O:35]CC)=[O:34])=[C:27]([F:38])[CH:26]=4)=[CH:21][C:20]=3[O:41][CH3:42])[N:8]=2)[CH:6]=[CH:5][CH:4]=[CH:3][CH:2]=1.[OH-].[Na+].[ClH:45].C(OCC)(=O)C. The catalyst is CO.O1CCCC1.C(OCC)(=O)C. The product is [ClH:45].[ClH:45].[C:1]1([C:7]2[CH:11]=[C:10]([C:12]3[CH:17]=[CH:16][CH:15]=[CH:14][CH:13]=3)[N:9]([CH2:18][C:19]3[CH:40]=[CH:39][C:22]([CH2:23][NH:24][C:25]4[CH:30]=[CH:29][C:28]([CH2:31][CH2:32][C:33]([OH:35])=[O:34])=[C:27]([F:38])[CH:26]=4)=[CH:21][C:20]=3[O:41][CH3:42])[N:8]=2)[CH:6]=[CH:5][CH:4]=[CH:3][CH:2]=1. The yield is 0.770. (4) The reactants are Br[C:2]1[CH:3]=[CH:4][C:5]([Cl:10])=[C:6]([O:8][CH3:9])[CH:7]=1.[Mg].II.[C:14](OCC)(=[O:20])[C:15]([O:17][CH2:18][CH3:19])=[O:16].[Cl-].[NH4+]. The catalyst is C1COCC1. The product is [Cl:10][C:5]1[CH:4]=[CH:3][C:2]([C:14](=[O:20])[C:15]([O:17][CH2:18][CH3:19])=[O:16])=[CH:7][C:6]=1[O:8][CH3:9]. The yield is 0.640. (5) The reactants are CC1(C)[O:6][C@H:5]([CH2:7][N:8]2[CH:12]=[CH:11][C:10]([NH:13][C:14](=[O:37])[C@@H:15]([N:20]3[CH2:24][C:23]([O:25][C:26]4[C:35]5[C:30](=[CH:31][CH:32]=[CH:33][CH:34]=5)[CH:29]=[CH:28][CH:27]=4)=[CH:22][C:21]3=[O:36])[CH2:16][CH:17]([CH3:19])[CH3:18])=[N:9]2)[CH2:4][O:3]1.O.C1(C)C=CC(S(O)(=O)=O)=CC=1. The product is [OH:6][C@@H:5]([CH2:4][OH:3])[CH2:7][N:8]1[CH:12]=[CH:11][C:10]([NH:13][C:14](=[O:37])[C@@H:15]([N:20]2[CH2:24][C:23]([O:25][C:26]3[C:35]4[C:30](=[CH:31][CH:32]=[CH:33][CH:34]=4)[CH:29]=[CH:28][CH:27]=3)=[CH:22][C:21]2=[O:36])[CH2:16][CH:17]([CH3:19])[CH3:18])=[N:9]1. The catalyst is CO.C(OCC)(=O)C. The yield is 0.800. (6) The reactants are [CH3:1][C:2]1[N:3]=[C:4]([NH:7][C:8]2[CH:13]=[C:12]([O:14][C:15]3[CH:23]=[CH:22][CH:21]=[CH:20][C:16]=3[C:17]([OH:19])=O)[CH:11]=[CH:10][N:9]=2)[S:5][CH:6]=1.[CH2:24]([N:26]([CH2:29][CH3:30])[CH2:27][CH3:28])[CH3:25].C([Cl:36])(=O)OCC.[N:37]1CCCC=1CCN. The catalyst is C1COCC1. The product is [ClH:36].[ClH:36].[CH3:1][C:2]1[N:3]=[C:4]([NH:7][C:8]2[CH:13]=[C:12]([O:14][C:15]3[CH:23]=[CH:22][CH:21]=[CH:20][C:16]=3[C:17]([NH:37][CH2:25][CH2:24][N:26]3[CH2:29][CH2:30][CH2:28][CH2:27]3)=[O:19])[CH:11]=[CH:10][N:9]=2)[S:5][CH:6]=1. The yield is 0.816. (7) The reactants are [F:1][C:2]1[CH:7]=[C:6]([N+:8]([O-])=O)[CH:5]=[CH:4][C:3]=1[CH3:11].BrN1C(=O)CCC1=O.C(OOC(=O)C1C=CC=CC=1)(=O)C1C=CC=CC=1.[NH:38]1[CH2:43][CH2:42][O:41][CH2:40][CH2:39]1. The catalyst is C(Cl)(Cl)(Cl)Cl. The product is [F:1][C:2]1[CH:7]=[C:6]([NH2:8])[CH:5]=[CH:4][C:3]=1[CH2:11][N:38]1[CH2:43][CH2:42][O:41][CH2:40][CH2:39]1. The yield is 0.300. (8) The reactants are [NH2:1][C:2]1[C:3]([C:24]([N:26](OC)C)=O)=[N:4][C:5]([C:8]2[CH:13]=[CH:12][CH:11]=[C:10]([C:14]([NH:16][CH2:17][C:18]3[CH:23]=[CH:22][CH:21]=[CH:20][CH:19]=3)=[O:15])[CH:9]=2)=[CH:6][N:7]=1.[CH3:30][Mg]Cl.Cl.[CH3:34][O:35][C:36]1[CH:41]=[CH:40][C:39]([NH:42]N)=[CH:38][CH:37]=1. The catalyst is C1COCC1.C(O)C. The product is [NH2:1][C:2]1[N:7]=[CH:6][C:5]([C:8]2[CH:9]=[C:10]([CH:11]=[CH:12][CH:13]=2)[C:14]([NH:16][CH2:17][C:18]2[CH:19]=[CH:20][CH:21]=[CH:22][CH:23]=2)=[O:15])=[N:4][C:3]=1/[C:24](=[N:26]/[NH:42][C:39]1[CH:40]=[CH:41][C:36]([O:35][CH3:34])=[CH:37][CH:38]=1)/[CH3:30]. The yield is 0.700. (9) The reactants are [Cl:1][C:2]1[C:3]([N:25]2[CH2:30][CH2:29][CH2:28][C@H:27]([NH:31]C(=O)OC(C)(C)C)[CH2:26]2)=[N:4][C:5]([N:8]2[C:16]3[CH:15]=[C:14]([C:17]4[CH:18]=[N:19][CH:20]=[C:21]([CH2:23][CH3:24])[CH:22]=4)[N:13]=[CH:12][C:11]=3[CH:10]=[N:9]2)=[CH:6][CH:7]=1.Cl. The catalyst is CO.O1CCOCC1. The product is [Cl:1][C:2]1[C:3]([N:25]2[CH2:30][CH2:29][CH2:28][C@H:27]([NH2:31])[CH2:26]2)=[N:4][C:5]([N:8]2[C:16]3[CH:15]=[C:14]([C:17]4[CH:18]=[N:19][CH:20]=[C:21]([CH2:23][CH3:24])[CH:22]=4)[N:13]=[CH:12][C:11]=3[CH:10]=[N:9]2)=[CH:6][CH:7]=1. The yield is 0.330. (10) The catalyst is CO.[C].[Pd]. The reactants are C(OC(=O)[NH:10][C:11]1[CH:16]=[CH:15][C:14]([CH2:17][CH2:18][F:19])=[C:13]([C:20]([F:23])([F:22])[F:21])[CH:12]=1)C1C=CC=CC=1. The yield is 0.290. The product is [F:19][CH2:18][CH2:17][C:14]1[CH:15]=[CH:16][C:11]([NH2:10])=[CH:12][C:13]=1[C:20]([F:21])([F:22])[F:23].